Dataset: Forward reaction prediction with 1.9M reactions from USPTO patents (1976-2016). Task: Predict the product of the given reaction. The product is: [CH3:1][O:2][C:3]1[CH:4]=[C:5]([CH:19]=[CH:20][C:21]=1[O:22][CH3:23])[C:6]([NH:8][CH2:9][C:10]1[CH:18]=[CH:17][CH:16]=[C:12]([C:13](=[O:15])[NH:39][C:35]2[CH:36]=[C:37]3[C:32](=[CH:33][CH:34]=2)[CH2:31][CH:30]([N:24]2[CH2:25][CH2:26][O:27][CH2:28][CH2:29]2)[CH2:38]3)[CH:11]=1)=[O:7]. Given the reactants [CH3:1][O:2][C:3]1[CH:4]=[C:5]([CH:19]=[CH:20][C:21]=1[O:22][CH3:23])[C:6]([NH:8][CH2:9][C:10]1[CH:11]=[C:12]([CH:16]=[CH:17][CH:18]=1)[C:13]([OH:15])=O)=[O:7].[N:24]1([CH:30]2[CH2:38][C:37]3[C:32](=[CH:33][CH:34]=[C:35]([NH2:39])[CH:36]=3)[CH2:31]2)[CH2:29][CH2:28][O:27][CH2:26][CH2:25]1.CN(C=O)C.CN(C(ON1N=NC2C=CC=CC1=2)=[N+](C)C)C.[B-](F)(F)(F)F, predict the reaction product.